This data is from Forward reaction prediction with 1.9M reactions from USPTO patents (1976-2016). The task is: Predict the product of the given reaction. Given the reactants [CH2:1]([O:3][C:4]1[CH:5]=[C:6]([C:13](=[O:36])[CH2:14][CH2:15][C:16]([NH:18][C:19]2[CH:28]=[C:27]([C:29]3[CH:34]=[CH:33][C:32]([OH:35])=[CH:31][CH:30]=3)[C:26]3[C:21](=[CH:22][CH:23]=[CH:24][CH:25]=3)[N:20]=2)=[O:17])[CH:7]=[CH:8][C:9]=1[O:10][CH2:11][CH3:12])[CH3:2].Cl.Cl[CH2:39][CH2:40][N:41]1[CH2:46][CH2:45][O:44][CH2:43][CH2:42]1.C(=O)([O-])[O-].[K+].[K+].[I-].[K+], predict the reaction product. The product is: [CH2:1]([O:3][C:4]1[CH:5]=[C:6]([C:13](=[O:36])[CH2:14][CH2:15][C:16]([NH:18][C:19]2[CH:28]=[C:27]([C:29]3[CH:30]=[CH:31][C:32]([O:35][CH2:39][CH2:40][N:41]4[CH2:46][CH2:45][O:44][CH2:43][CH2:42]4)=[CH:33][CH:34]=3)[C:26]3[C:21](=[CH:22][CH:23]=[CH:24][CH:25]=3)[N:20]=2)=[O:17])[CH:7]=[CH:8][C:9]=1[O:10][CH2:11][CH3:12])[CH3:2].